This data is from Reaction yield outcomes from USPTO patents with 853,638 reactions. The task is: Predict the reaction yield, written as a fraction of the theoretical maximum amount of product (1.0 means a 100% yield; for example, 0.34 means a 34% yield). (1) The yield is 0.420. The product is [Br:16][C:17]1[CH:18]=[C:19]2[C:24](=[CH:25][CH:26]=1)[CH:23]=[C:22]([S:27]([N:30]1[CH2:35][CH2:34][N:33]([C:13]([CH:10]3[CH2:11][CH2:12][N:7]([C:4]4[CH:5]=[CH:6][N:1]=[CH:2][CH:3]=4)[CH2:8][CH2:9]3)=[O:14])[CH:32]([C:36]([O:38][CH2:39][CH3:40])=[O:37])[CH2:31]1)(=[O:28])=[O:29])[CH:21]=[CH:20]2. The reactants are [N:1]1[CH:6]=[CH:5][C:4]([N:7]2[CH2:12][CH2:11][CH:10]([C:13](Cl)=[O:14])[CH2:9][CH2:8]2)=[CH:3][CH:2]=1.[Br:16][C:17]1[CH:18]=[C:19]2[C:24](=[CH:25][CH:26]=1)[CH:23]=[C:22]([S:27]([N:30]1[CH2:35][CH2:34][NH:33][CH:32]([C:36]([O:38][CH2:39][CH3:40])=[O:37])[CH2:31]1)(=[O:29])=[O:28])[CH:21]=[CH:20]2. No catalyst specified. (2) The reactants are [Br:1][C:2]1[CH:11]=[C:10]2[C:5]([N:6]=[CH:7][C:8](Cl)=[N:9]2)=[CH:4][CH:3]=1.[NH:13]1[CH2:18][CH2:17][O:16][CH2:15][CH2:14]1.C([O-])([O-])=O.[K+].[K+]. The catalyst is CC#N. The product is [Br:1][C:2]1[CH:11]=[C:10]2[C:5]([N:6]=[CH:7][C:8]([N:13]3[CH2:18][CH2:17][O:16][CH2:15][CH2:14]3)=[N:9]2)=[CH:4][CH:3]=1. The yield is 0.983. (3) The catalyst is C(#N)C. The reactants are [CH2:1]1[C:13]2[NH:12][C:11]3[C:6](=[CH:7][C:8]([NH2:14])=[CH:9][CH:10]=3)[C:5]=2[CH2:4][CH2:3][CH2:2]1.[O:15]1[C:19]2[CH:20]=[CH:21][C:22]([C:24]3([C:27](O)=[O:28])[CH2:26][CH2:25]3)=[CH:23][C:18]=2[O:17][CH2:16]1.C(N(C(C)C)CC)(C)C.F[P-](F)(F)(F)(F)F.N1(OC(N(C)C)=[N+](C)C)C2N=CC=CC=2N=N1. The yield is 0.700. The product is [O:15]1[C:19]2[CH:20]=[CH:21][C:22]([C:24]3([C:27]([NH:14][C:8]4[CH:7]=[C:6]5[C:11](=[CH:10][CH:9]=4)[NH:12][C:13]4[CH2:1][CH2:2][CH2:3][CH2:4][C:5]5=4)=[O:28])[CH2:25][CH2:26]3)=[CH:23][C:18]=2[O:17][CH2:16]1. (4) The reactants are CS(O[CH2:6][C@@H:7]1[O:11][C:10](=[O:12])[N:9]([C:13]2[CH:18]=[CH:17][C:16]([N:19]3[CH2:24][CH2:23][O:22][CH2:21][C:20]3=[O:25])=[CH:15][CH:14]=2)[CH2:8]1)(=O)=O.[C:26]([NH2:34])([CH2:29][C:30]([CH3:33])([CH3:32])[CH3:31])([CH3:28])[CH3:27]. The catalyst is C(O)(C)C. The product is [C:26]([NH:34][CH2:6][C@@H:7]1[O:11][C:10](=[O:12])[N:9]([C:13]2[CH:18]=[CH:17][C:16]([N:19]3[CH2:24][CH2:23][O:22][CH2:21][C:20]3=[O:25])=[CH:15][CH:14]=2)[CH2:8]1)([CH2:29][C:30]([CH3:33])([CH3:32])[CH3:31])([CH3:28])[CH3:27]. The yield is 0.800. (5) The reactants are [CH:1]1([C:6]2[CH:11]=[C:10]([O:12]CC3C=CC=CC=3)[CH:9]=[CH:8][C:7]=2[C:20]2[CH:25]=[CH:24][CH:23]=[C:22]([N:26]3[C:30]([CH3:31])=[CH:29][CH:28]=[C:27]3[CH3:32])[N:21]=2)[CH2:5][CH2:4][CH2:3][CH2:2]1.C([O-])=O.[NH4+]. The catalyst is [OH-].[OH-].[Pd+2]. The product is [CH:1]1([C:6]2[CH:11]=[C:10]([OH:12])[CH:9]=[CH:8][C:7]=2[C:20]2[CH:25]=[CH:24][CH:23]=[C:22]([N:26]3[C:27]([CH3:32])=[CH:28][CH:29]=[C:30]3[CH3:31])[N:21]=2)[CH2:2][CH2:3][CH2:4][CH2:5]1. The yield is 0.480. (6) The reactants are O=[C:2]1[C:11]2[N:12]=[CH:13][N:14]=[CH:15][C:10]=2[C:9]2[CH:8]=[CH:7][C:6]([C:16]([O:18][CH3:19])=[O:17])=[CH:5][C:4]=2[NH:3]1.CCN(C(C)C)C(C)C.O=P(Cl)(Cl)[Cl:31].O. The catalyst is C1(C)C=CC=CC=1. The product is [Cl:31][C:2]1[C:11]2[N:12]=[CH:13][N:14]=[CH:15][C:10]=2[C:9]2[CH:8]=[CH:7][C:6]([C:16]([O:18][CH3:19])=[O:17])=[CH:5][C:4]=2[N:3]=1. The yield is 0.710.